This data is from NCI-60 drug combinations with 297,098 pairs across 59 cell lines. The task is: Regression. Given two drug SMILES strings and cell line genomic features, predict the synergy score measuring deviation from expected non-interaction effect. Drug 1: COC1=C(C=C2C(=C1)N=CN=C2NC3=CC(=C(C=C3)F)Cl)OCCCN4CCOCC4. Drug 2: C1=NC2=C(N=C(N=C2N1C3C(C(C(O3)CO)O)O)F)N. Cell line: UO-31. Synergy scores: CSS=27.6, Synergy_ZIP=-0.454, Synergy_Bliss=0.215, Synergy_Loewe=-4.46, Synergy_HSA=1.30.